Predict the reactants needed to synthesize the given product. From a dataset of Full USPTO retrosynthesis dataset with 1.9M reactions from patents (1976-2016). (1) The reactants are: [CH3:21][CH:22]([CH2:24][CH2:13][CH2:14][C@H:21]([C@@H:22]1[C@:23]2(C)[C@H:14]([C@H:13]3[C@H:24](CC2)[C@:22]2([CH3:23])C(C[C@H](C[CH2:21]2)O)=C[CH2:14]3)[CH2:13][CH2:24]1)C)[CH3:23]. Given the product [CH3:23][C:22](=[CH:24][CH2:13][CH2:14]/[C:22](=[CH:21]/[CH2:14][CH2:23]/[C:22](=[CH:24]/[CH2:13][CH2:14]/[CH:13]=[C:14](/[CH2:14][CH2:13]/[CH:24]=[C:22](/[CH2:21][CH2:13][CH:24]=[C:22]([CH3:23])[CH3:21])\[CH3:23])\[CH3:13])/[CH3:21])/[CH3:24])[CH3:21], predict the reactants needed to synthesize it. (2) The reactants are: C(O[C:4]([C:6]1([C:9]2[O:13][N:12]=[C:11]([C:14]3[CH:19]=[CH:18][C:17]([O:20][Si:21]([C:24]([CH3:27])([CH3:26])[CH3:25])([CH3:23])[CH3:22])=[CH:16][CH:15]=3)[C:10]=2[C:28]2[CH:33]=[CH:32][CH:31]=[CH:30][CH:29]=2)[CH2:8][CH2:7]1)=[O:5])C.[CH:34]1([Mg]Br)[CH2:36][CH2:35]1.[Cl-].[NH4+].O1[CH2:45][CH2:44][CH2:43]C1. Given the product [C:24]([Si:21]([CH3:22])([CH3:23])[O:20][C:17]1[CH:16]=[CH:15][C:14]([C:11]2[C:10]([C:28]3[CH:33]=[CH:32][CH:31]=[CH:30][CH:29]=3)=[C:9]([C:6]3([C:4]([CH:43]4[CH2:44][CH2:45]4)([CH:34]4[CH2:36][CH2:35]4)[OH:5])[CH2:7][CH2:8]3)[O:13][N:12]=2)=[CH:19][CH:18]=1)([CH3:27])([CH3:25])[CH3:26], predict the reactants needed to synthesize it. (3) Given the product [ClH:37].[O:41]1[C:38]2[CH:39]=[CH:27][C:28]([CH2:13][NH:14][CH:15]3[CH2:16][CH2:17][N:18]([CH2:21][CH2:22][N:23]4[C:32]5[C:27](=[CH:28][CH:29]=[C:30]([O:33][CH3:34])[N:31]=5)[CH:26]=[CH:25][C:24]4=[O:35])[CH2:19][CH2:20]3)=[CH:29][C:30]=2[O:33][CH2:43][CH2:42]1, predict the reactants needed to synthesize it. The reactants are: O1C2C=CC(CO[C:13](=O)[NH:14][CH:15]3[CH2:20][CH2:19][N:18]([CH2:21][CH2:22][N:23]4[C:32]5[C:27](=[CH:28][CH:29]=[C:30]([O:33][CH3:34])[N:31]=5)[CH:26]=[CH:25][C:24]4=[O:35])[CH2:17][CH2:16]3)=CC=2OCC1.[ClH:37].[C:38]([O:41][CH2:42][CH3:43])(=O)[CH3:39].